Dataset: CYP2C9 inhibition data for predicting drug metabolism from PubChem BioAssay. Task: Regression/Classification. Given a drug SMILES string, predict its absorption, distribution, metabolism, or excretion properties. Task type varies by dataset: regression for continuous measurements (e.g., permeability, clearance, half-life) or binary classification for categorical outcomes (e.g., BBB penetration, CYP inhibition). Dataset: cyp2c9_veith. (1) The molecule is C=CCOC(=O)/C(=C\c1cccc2ccccc12)NC(=O)c1ccccc1. The result is 1 (inhibitor). (2) The molecule is C=CCn1c(C)c(C(C)=O)c(N2CCN(c3ccccc3)CC2)nc1=S. The result is 1 (inhibitor). (3) The compound is COc1ccc(CCN2CC34C=CC(O3)C(C(=O)NCc3ccccc3)C4C2=O)cc1OC. The result is 0 (non-inhibitor). (4) The compound is O=C(NC12CC3CC(CC(C3)C1)C2)C12CC3CC(C1)CC(n1cnc(Cl)n1)(C3)C2. The result is 1 (inhibitor). (5) The compound is COCc1nc2c([nH]1)c(=O)n(C)c(=O)n2CC(C)C. The result is 0 (non-inhibitor).